This data is from Full USPTO retrosynthesis dataset with 1.9M reactions from patents (1976-2016). The task is: Predict the reactants needed to synthesize the given product. (1) Given the product [Cl:1][C:2]1[CH:3]=[C:4]([NH:9][CH:20]=[C:14]([C:13]([O:12][CH2:10][CH3:11])=[O:24])[C:15]([O:17][CH2:18][CH3:19])=[O:16])[CH:5]=[CH:6][C:7]=1[I:8], predict the reactants needed to synthesize it. The reactants are: [Cl:1][C:2]1[CH:3]=[C:4]([NH2:9])[CH:5]=[CH:6][C:7]=1[I:8].[CH2:10]([O:12][C:13](=[O:24])[C:14](=[CH:20]OCC)[C:15]([O:17][CH2:18][CH3:19])=[O:16])[CH3:11]. (2) The reactants are: Br.Br[CH2:3][C:4]([C:6]1[C:7]([CH3:14])=[N:8][C:9]([CH3:13])=[CH:10][C:11]=1[CH3:12])=O.[NH2:15][C:16]([NH2:18])=[S:17]. Given the product [CH3:14][C:7]1[C:6]([C:4]2[N:15]=[C:16]([NH2:18])[S:17][CH:3]=2)=[C:11]([CH3:12])[CH:10]=[C:9]([CH3:13])[N:8]=1, predict the reactants needed to synthesize it. (3) Given the product [CH3:15][N:8]([C:9]1[CH:10]=[CH:11][CH:12]=[CH:13][CH:14]=1)[C:6]1[N:7]=[C:2]([NH2:1])[N:3]=[C:4]([C:16]2[N:20]=[C:19]([C:21]3[C:26]([O:27][CH2:32][C:31]([F:35])([F:34])[F:30])=[CH:25][CH:24]=[CH:23][N:22]=3)[O:18][N:17]=2)[N:5]=1, predict the reactants needed to synthesize it. The reactants are: [NH2:1][C:2]1[N:7]=[C:6]([N:8]([CH3:15])[C:9]2[CH:14]=[CH:13][CH:12]=[CH:11][CH:10]=2)[N:5]=[C:4]([C:16]2[N:20]=[C:19]([C:21]3[C:26]([OH:27])=[CH:25][CH:24]=[CH:23][N:22]=3)[O:18][N:17]=2)[N:3]=1.[OH-].[K+].[F:30][C:31]([F:35])([F:34])[CH2:32]I. (4) Given the product [CH2:1]([C:7]1[CH:8]=[C:9]([C:13]2[N:17]([CH3:18])[C:16]([C:19]([N:21]3[CH2:26][CH2:25][CH:24]([N:27]4[CH2:31][CH2:30][CH2:29][CH2:28]4)[CH2:23][CH2:22]3)=[O:20])=[C:15]([C:37]#[C:36][CH2:35][O:34][CH3:33])[N:14]=2)[CH:10]=[CH:11][CH:12]=1)[CH2:2][CH2:3][CH2:4][CH2:5][CH3:6], predict the reactants needed to synthesize it. The reactants are: [CH2:1]([C:7]1[CH:8]=[C:9]([C:13]2[N:17]([CH3:18])[C:16]([C:19]([N:21]3[CH2:26][CH2:25][CH:24]([N:27]4[CH2:31][CH2:30][CH2:29][CH2:28]4)[CH2:23][CH2:22]3)=[O:20])=[C:15](I)[N:14]=2)[CH:10]=[CH:11][CH:12]=1)[CH2:2][CH2:3][CH2:4][CH2:5][CH3:6].[CH3:33][O:34][CH2:35][C:36]#[CH:37]. (5) Given the product [OH:14][CH2:13][C@H:12]([NH:11][C@@H:10]([CH3:16])[C@@H:9]([C:4]1[CH:5]=[C:6]([F:8])[CH:7]=[C:2]([F:1])[CH:3]=1)[OH:17])[CH3:15], predict the reactants needed to synthesize it. The reactants are: [F:1][C:2]1[CH:3]=[C:4]([C@:9]2([OH:17])[O:14][CH2:13][C@@H:12]([CH3:15])[NH:11][C@H:10]2[CH3:16])[CH:5]=[C:6]([F:8])[CH:7]=1.[BH4-].[Na+].Cl.